This data is from Reaction yield outcomes from USPTO patents with 853,638 reactions. The task is: Predict the reaction yield, written as a fraction of the theoretical maximum amount of product (1.0 means a 100% yield; for example, 0.34 means a 34% yield). (1) The yield is 0.961. The product is [CH3:16][O:15][C:12]1[CH:11]=[CH:10][C:9]([CH:7]2[CH2:8][CH:6]2[CH2:5][C:4]([OH:17])=[O:19])=[CH:14][CH:13]=1. The catalyst is CCO. The reactants are CON(C)[C:4](=[O:17])[CH2:5][CH:6]1[CH2:8][CH:7]1[C:9]1[CH:14]=[CH:13][C:12]([O:15][CH3:16])=[CH:11][CH:10]=1.[OH-:19].[Na+].Cl. (2) The reactants are [N+](C1C=CC(C[O:9][C:10]([C:12]2[N:13]3[C@H:16]([S:17][CH:18]=2)[C:15]([CH:20](OC(=O)C)[C:21]2[N:22]=[C:23]4[C:31]5[C:26](=[CH:27][CH:28]=[CH:29][CH:30]=5)[CH2:25][N:24]4[CH:32]=2)(Br)[C:14]3=[O:37])=[O:11])=CC=1)([O-])=O.P([O-])([O-])([O-])=O.[OH-].[Na+:46].C(OCC)(=O)C. The catalyst is C1COCC1.C(#N)C.[Zn]. The product is [Na+:46].[N:22]1[C:21](/[CH:20]=[C:15]2\[CH:16]3[N:13]([C:14]\2=[O:37])[C:12]([C:10]([O-:11])=[O:9])=[CH:18][S:17]3)=[CH:32][N:24]2[CH2:25][C:26]3[C:31](=[CH:30][CH:29]=[CH:28][CH:27]=3)[C:23]=12. The yield is 0.580. (3) The reactants are [CH3:1][C:2]1[CH:3]=[CH:4][C:5]2[N:6]([C:8]([CH2:18][C:19](O)=[O:20])=[C:9]([C:11]3[CH:16]=[CH:15][C:14]([CH3:17])=[CH:13][CH:12]=3)[N:10]=2)[CH:7]=1. The catalyst is C1COCC1. The product is [CH3:1][C:2]1[CH:3]=[CH:4][C:5]2[N:6]([C:8]([CH2:18][CH2:19][OH:20])=[C:9]([C:11]3[CH:16]=[CH:15][C:14]([CH3:17])=[CH:13][CH:12]=3)[N:10]=2)[CH:7]=1. The yield is 0.930. (4) The reactants are [Cl:1][C:2]1[C:3]([O:12][C:13]2[CH:18]=[C:17]([O:19][CH2:20][CH2:21][O:22][CH3:23])[CH:16]=[CH:15][C:14]=2/[CH:24]=[CH:25]/[CH2:26][OH:27])=[N:4][CH:5]=[C:6]([C:8]([F:11])([F:10])[F:9])[CH:7]=1.Cl[S:29]([N:32]=[C:33]=[O:34])(=[O:31])=[O:30].[NH:35]1[CH2:39][CH2:38][CH2:37][CH2:36]1.Cl. The catalyst is C(#N)C.N1C=CC=CC=1. The product is [N:35]1([S:29]([NH:32][C:33](=[O:34])[O:27][CH2:26]/[CH:25]=[CH:24]/[C:14]2[CH:15]=[CH:16][C:17]([O:19][CH2:20][CH2:21][O:22][CH3:23])=[CH:18][C:13]=2[O:12][C:3]2[C:2]([Cl:1])=[CH:7][C:6]([C:8]([F:9])([F:11])[F:10])=[CH:5][N:4]=2)(=[O:31])=[O:30])[CH2:39][CH2:38][CH2:37][CH2:36]1. The yield is 0.730. (5) The reactants are [C:1]([C:3]1[CH:8]=[C:7]([CH2:9][CH2:10][C:11]([O:13][C:14]([CH3:17])([CH3:16])[CH3:15])=[O:12])[CH:6]=[C:5]([C:18]#[N:19])[N:4]=1)#[N:2].[C:20](OC)(=[O:28])[C:21]1[C:22](=[CH:24][CH:25]=[CH:26][CH:27]=1)[SH:23].C(N(CC)CC)C. The catalyst is C1(C)C=CC=CC=1. The product is [C:1]([C:3]1[CH:8]=[C:7]([CH2:9][CH2:10][C:11]([O:13][C:14]([CH3:16])([CH3:15])[CH3:17])=[O:12])[CH:6]=[C:5]([C:18]2[S:23][C:22]3[CH:24]=[CH:25][CH:26]=[CH:27][C:21]=3[C:20](=[O:28])[N:19]=2)[N:4]=1)#[N:2]. The yield is 0.360. (6) The product is [OH:18][C:19]1[CH:26]=[C:25]([OH:27])[CH:24]=[CH:23][C:20]=1[CH:21]=[N:17][NH:16][C:14]([C:11]1[NH:12][N:13]=[C:9]([C:3]2[CH:4]=[CH:5][C:6]([Cl:8])=[CH:7][C:2]=2[Cl:1])[CH:10]=1)=[O:15]. The yield is 0.660. The reactants are [Cl:1][C:2]1[CH:7]=[C:6]([Cl:8])[CH:5]=[CH:4][C:3]=1[C:9]1[CH:10]=[C:11]([C:14]([NH:16][NH2:17])=[O:15])[NH:12][N:13]=1.[OH:18][C:19]1[CH:26]=[C:25]([OH:27])[CH:24]=[CH:23][C:20]=1[CH:21]=O. The catalyst is C(O)C. (7) The reactants are [CH3:1][O:2][C:3](=[O:24])[C:4]1[C:5](=[C:10]([CH3:23])[C:11](OS(C(F)(F)F)(=O)=O)=[CH:12][C:13]=1[OH:14])[C:6]([O:8][CH3:9])=[O:7].[Cl-].[Li+].[C:27]1([As](C2C=CC=CC=2)C2C=CC=CC=2)C=CC=C[CH:28]=1.C(C([Sn])=C(CCCC)CCCC)CCC.[F-].[K+]. The catalyst is CN1CCCC1=O.CCOC(C)=O. The product is [CH3:1][O:2][C:3](=[O:24])[C:4]1[C:5](=[C:10]([CH3:23])[C:11]([CH:27]=[CH2:28])=[CH:12][C:13]=1[OH:14])[C:6]([O:8][CH3:9])=[O:7]. The yield is 0.870. (8) The reactants are [CH2:1]([O:8][C:9]1[CH:10]=[C:11]2[C:16](=[CH:17][C:18]=1[OH:19])[N:15]=[CH:14][NH:13][C:12]2=[O:20])[C:2]1[CH:7]=[CH:6][CH:5]=[CH:4][CH:3]=1.[C:21](OC(=O)C)(=[O:23])[CH3:22]. The catalyst is N1C=CC=CC=1. The product is [CH2:1]([O:8][C:9]1[CH:10]=[C:11]2[C:16](=[CH:17][C:18]=1[O:19][C:21]([CH3:22])=[O:23])[N:15]=[CH:14][NH:13][C:12]2=[O:20])[C:2]1[CH:3]=[CH:4][CH:5]=[CH:6][CH:7]=1. The yield is 0.680. (9) The reactants are [N:1]1([C:10](=[O:12])[CH3:11])[C:9]2[C:4](=[CH:5][CH:6]=[CH:7][CH:8]=2)[CH2:3][CH2:2]1.[Br:13]Br. The catalyst is C(O)(=O)C. The product is [Br:13][C:6]1[CH:5]=[C:4]2[C:9](=[CH:8][CH:7]=1)[N:1]([C:10](=[O:12])[CH3:11])[CH2:2][CH2:3]2. The yield is 0.960.